Dataset: Full USPTO retrosynthesis dataset with 1.9M reactions from patents (1976-2016). Task: Predict the reactants needed to synthesize the given product. (1) Given the product [CH3:1][O:2][C:3]1[C:12]2[C:7](=[CH:8][CH:9]=[CH:10][CH:11]=2)[C:6]([O:13][CH3:14])=[CH:5][C:4]=1[CH:15]=[O:16], predict the reactants needed to synthesize it. The reactants are: [CH3:1][O:2][C:3]1[C:12]2[C:7](=[CH:8][CH:9]=[CH:10][CH:11]=2)[C:6]([O:13][CH3:14])=[CH:5][C:4]=1[CH2:15][OH:16]. (2) Given the product [CH3:1][C:2]1[CH:3]=[C:4]([CH:8]=[CH:9][C:10]=1[N+:11]([O-:13])=[O:12])[CH2:5][N:6]1[C:19]([OH:20])=[CH:18][C:16]([C:15]([F:14])([F:28])[C:24]([F:25])([F:26])[F:27])=[N:7]1, predict the reactants needed to synthesize it. The reactants are: [CH3:1][C:2]1[CH:3]=[C:4]([CH:8]=[CH:9][C:10]=1[N+:11]([O-:13])=[O:12])[CH2:5][NH:6][NH2:7].[F:14][C:15]([F:28])([C:24]([F:27])([F:26])[F:25])[C:16]([CH2:18][C:19](OCC)=[O:20])=O. (3) Given the product [CH:1]([S:4]([N:12]1[CH2:17][CH2:16][CH:15]([NH:18][C:19]([NH:21][C:22]2[CH:27]=[CH:26][C:25]([C:28]([F:29])([F:30])[F:31])=[CH:24][CH:23]=2)=[O:20])[CH2:14][CH2:13]1)(=[O:6])=[O:5])([CH3:3])[CH3:2], predict the reactants needed to synthesize it. The reactants are: [CH:1]([S:4](Cl)(=[O:6])=[O:5])([CH3:3])[CH3:2].CS([N:12]1[CH2:17][CH2:16][CH:15]([NH:18][C:19]([NH:21][C:22]2[CH:27]=[CH:26][C:25]([C:28]([F:31])([F:30])[F:29])=[CH:24][CH:23]=2)=[O:20])[CH2:14][CH2:13]1)(=O)=O. (4) Given the product [F:31][C:2]([F:1])([F:32])[C:3]1[CH:4]=[C:5]([NH:9][C:10]([N:12]2[C:20]3[C:15](=[CH:16][C:17]([O:21][C:22]4[CH:27]=[C:26]([NH2:28])[N:25]=[CH:24][N:23]=4)=[CH:18][CH:19]=3)[CH2:14][CH2:13]2)=[O:11])[CH:6]=[CH:7][CH:8]=1, predict the reactants needed to synthesize it. The reactants are: [F:1][C:2]([F:32])([F:31])[C:3]1[CH:4]=[C:5]([NH:9][C:10]([N:12]2[C:20]3[C:15](=[CH:16][C:17]([O:21][C:22]4[CH:27]=[C:26]([N:28]=[N+]=[N-])[N:25]=[CH:24][N:23]=4)=[CH:18][CH:19]=3)[CH2:14][CH2:13]2)=[O:11])[CH:6]=[CH:7][CH:8]=1. (5) The reactants are: FC1[CH:3]=[C:4]([C:9]2C=C(CO)C(=O)N(CC(C)C)N=2)[CH:5]=CC=1F.[F:22][C:23]1[CH:28]=[C:27]([F:29])[CH:26]=[CH:25][C:24]=1[C:30]1[CH:31]=[C:32]([C:37]([O:39][CH3:40])=[O:38])[C:33](=[O:36])[NH:34][N:35]=1. Given the product [F:22][C:23]1[CH:28]=[C:27]([F:29])[CH:26]=[CH:25][C:24]=1[C:30]1[CH:31]=[C:32]([C:37]([O:39][CH3:40])=[O:38])[C:33](=[O:36])[N:34]([CH2:3][CH:4]([CH3:9])[CH3:5])[N:35]=1, predict the reactants needed to synthesize it. (6) The reactants are: [C:1]([N:4]1[C:13]2[C:8](=[CH:9][C:10]([C:14]3[CH:19]=[CH:18][C:17]([CH2:20][N:21]4[CH2:26][CH2:25][CH2:24][CH2:23][CH2:22]4)=[CH:16][CH:15]=3)=[CH:11][CH:12]=2)[CH:7]([NH:27]C=O)[CH2:6][CH:5]1[CH2:30][CH3:31])(=[O:3])[CH3:2].Cl. Given the product [C:1]([N:4]1[C:13]2[C:8](=[CH:9][C:10]([C:14]3[CH:19]=[CH:18][C:17]([CH2:20][N:21]4[CH2:26][CH2:25][CH2:24][CH2:23][CH2:22]4)=[CH:16][CH:15]=3)=[CH:11][CH:12]=2)[C@H:7]([NH2:27])[CH2:6][C@@H:5]1[CH2:30][CH3:31])(=[O:3])[CH3:2], predict the reactants needed to synthesize it. (7) Given the product [CH2:32]([O:31][C:29](=[O:30])[C:28]1[CH:34]=[CH:35][C:25]([N:12]2[CH:13]=[C:9]([C:3]3[CH:4]=[CH:5][C:6]([Cl:8])=[CH:7][C:2]=3[Cl:1])[N:10]=[C:11]2[CH2:14][CH2:15][CH2:16][C:17]2[CH:18]=[CH:19][C:20]([I:23])=[CH:21][CH:22]=2)=[CH:26][CH:27]=1)[CH3:33], predict the reactants needed to synthesize it. The reactants are: [Cl:1][C:2]1[CH:7]=[C:6]([Cl:8])[CH:5]=[CH:4][C:3]=1[C:9]1[N:10]=[C:11]([CH2:14][CH2:15][CH2:16][C:17]2[CH:22]=[CH:21][C:20]([I:23])=[CH:19][CH:18]=2)[NH:12][CH:13]=1.F[C:25]1[CH:35]=[CH:34][C:28]([C:29]([O:31][CH2:32][CH3:33])=[O:30])=[CH:27][CH:26]=1.C([O-])([O-])=O.[Cs+].[Cs+].